This data is from Reaction yield outcomes from USPTO patents with 853,638 reactions. The task is: Predict the reaction yield, written as a fraction of the theoretical maximum amount of product (1.0 means a 100% yield; for example, 0.34 means a 34% yield). (1) The reactants are [Br:1][C:2]1[C:7]([CH3:8])=[CH:6][C:5]([OH:9])=[CH:4][C:3]=1[CH3:10].[C:11](OC(=O)C)(=[O:13])[CH3:12]. The catalyst is N1C=CC=CC=1.Cl. The product is [C:11]([O:9][C:5]1[CH:6]=[C:7]([CH3:8])[C:2]([Br:1])=[C:3]([CH3:10])[CH:4]=1)(=[O:13])[CH3:12]. The yield is 0.990. (2) The reactants are [OH:1][CH2:2][C:3]([CH2:8][OH:9])([CH3:7])[C:4]([OH:6])=[O:5].CO[C:12](OC)([CH3:14])[CH3:13]. The catalyst is O.C1(C)C=CC(S(O)(=O)=O)=CC=1.C(=O)(O)[O-].[Na+].CC(C)=O. The product is [CH3:13][C:12]1([CH3:14])[O:9][CH2:8][C:3]([CH3:7])([C:4]([OH:6])=[O:5])[CH2:2][O:1]1. The yield is 0.900. (3) The reactants are I[C:2]1[CH:7]=[CH:6][CH:5]=[CH:4][N:3]=1.[CH2:8]([C:12]1[N:16]([CH3:17])[C:15]2[C:18]([Cl:22])=[CH:19][CH:20]=[CH:21][C:14]=2[N:13]=1)[CH2:9][C:10]#[CH:11]. The catalyst is C(N(CC)CC)C.[Cu](I)I.Cl[Pd](Cl)([P](C1C=CC=CC=1)(C1C=CC=CC=1)C1C=CC=CC=1)[P](C1C=CC=CC=1)(C1C=CC=CC=1)C1C=CC=CC=1. The product is [Cl:22][C:18]1[C:15]2[N:16]([CH3:17])[C:12]([CH2:8][CH2:9][C:10]#[C:11][C:2]3[CH:7]=[CH:6][CH:5]=[CH:4][N:3]=3)=[N:13][C:14]=2[CH:21]=[CH:20][CH:19]=1. The yield is 0.0600. (4) The reactants are [Cl:1][C:2]1[N+:11]([O-])=[CH:10][C:9]([Cl:13])=[CH:8][C:3]=1[C:4]([O:6][CH3:7])=[O:5].[CH2:14]([N:16](CC)CC)C.C[Si](C#N)(C)C. The catalyst is C(#N)C. The product is [Cl:1][C:2]1[N:11]=[C:10]([C:14]#[N:16])[C:9]([Cl:13])=[CH:8][C:3]=1[C:4]([O:6][CH3:7])=[O:5]. The yield is 0.820. (5) The reactants are [CH2:1](Cl)[C:2]1[CH:7]=[CH:6][CH:5]=[CH:4][CH:3]=1.C([O-])([O-])=O.[K+].[K+].[OH:15][C:16]1[CH:23]=[CH:22][C:19]([C:20]#[N:21])=[C:18]([CH3:24])[CH:17]=1. The catalyst is C(#N)C.O. The product is [CH2:1]([O:15][C:16]1[CH:23]=[CH:22][C:19]([C:20]#[N:21])=[C:18]([CH3:24])[CH:17]=1)[C:2]1[CH:7]=[CH:6][CH:5]=[CH:4][CH:3]=1. The yield is 0.526. (6) The reactants are [NH:1]1[CH2:4][CH:3]([C:5]([N:7]2[CH2:10][C:9]([F:12])([F:11])[CH2:8]2)=[O:6])[CH2:2]1.[F:13][C:14]1[CH:22]=[CH:21][C:20]([CH:23]=[O:24])=[CH:19][C:15]=1[C:16](O)=[O:17].F[P-](F)(F)(F)(F)F.N1(OC(N(C)C)=[N+](C)C)C2C=CC=CC=2N=N1.C(N(CC)C(C)C)(C)C. No catalyst specified. The product is [F:11][C:9]1([F:12])[CH2:8][N:7]([C:5]([CH:3]2[CH2:4][N:1]([C:16]([C:15]3[CH:19]=[C:20]([CH:21]=[CH:22][C:14]=3[F:13])[CH:23]=[O:24])=[O:17])[CH2:2]2)=[O:6])[CH2:10]1. The yield is 0.600. (7) The reactants are [C:1]1([C:7]2[CH:12]=[CH:11][C:10]([OH:13])=[CH:9][CH:8]=2)[CH:6]=[CH:5][CH:4]=[CH:3][CH:2]=1.C(NC(C)C)(C)C.Cl[P:22](=[O:35])([C:29]1[CH:34]=[CH:33][CH:32]=[CH:31][CH:30]=1)[C:23]1[CH:28]=[CH:27][CH:26]=[CH:25][CH:24]=1. The catalyst is C1COCC1. The yield is 0.490. The product is [C:23]1([P:22]([C:29]2[CH:34]=[CH:33][CH:32]=[CH:31][CH:30]=2)(=[O:35])[O:13][C:10]2[CH:9]=[CH:8][C:7]([C:1]3[CH:2]=[CH:3][CH:4]=[CH:5][CH:6]=3)=[CH:12][CH:11]=2)[CH:24]=[CH:25][CH:26]=[CH:27][CH:28]=1. (8) The reactants are [H-].[Al+3].[Li+].[H-].[H-].[H-].[F:7][C:8]([F:18])([F:17])[C:9]1([C:14](O)=[O:15])[CH2:13][CH2:12][CH2:11][CH2:10]1.O.[OH-].[Na+]. The catalyst is O1CCCC1.C(OCC)C. The product is [F:7][C:8]([F:17])([F:18])[C:9]1([CH2:14][OH:15])[CH2:13][CH2:12][CH2:11][CH2:10]1. The yield is 0.850. (9) The reactants are [CH3:1][C:2]1[O:6][N:5]=[C:4]([C:7]2[CH:12]=[CH:11][CH:10]=[CH:9][CH:8]=2)[C:3]=1[C:13]([NH:15][NH2:16])=[O:14].[F:17][C:18]1[CH:26]=[CH:25][C:21]([C:22](O)=O)=[CH:20][CH:19]=1. No catalyst specified. The product is [F:17][C:18]1[CH:26]=[CH:25][C:21]([C:22]2[O:14][C:13]([C:3]3[C:4]([C:7]4[CH:12]=[CH:11][CH:10]=[CH:9][CH:8]=4)=[N:5][O:6][C:2]=3[CH3:1])=[N:15][N:16]=2)=[CH:20][CH:19]=1. The yield is 0.400.